Predict the reactants needed to synthesize the given product. From a dataset of Full USPTO retrosynthesis dataset with 1.9M reactions from patents (1976-2016). (1) Given the product [O:25]=[C:26]1[N:38]([NH:37][S:34]([CH3:33])(=[O:36])=[O:35])[C:3](=[O:21])[C:4]2[C:5](=[CH:6][C:7]([C:16]([F:17])([F:18])[F:19])=[C:8]([C:10]3[CH:15]=[N:14][CH:13]=[CH:12][N:11]=3)[CH:9]=2)[NH:20]1, predict the reactants needed to synthesize it. The reactants are: CO[C:3](=[O:21])[C:4]1[CH:9]=[C:8]([C:10]2[CH:15]=[N:14][CH:13]=[CH:12][N:11]=2)[C:7]([C:16]([F:19])([F:18])[F:17])=[CH:6][C:5]=1[NH2:20].ClC([O:25][C:26]1C=CC(Cl)=CC=1)=O.[CH3:33][S:34]([NH:37][NH2:38])(=[O:36])=[O:35].CCN(C(C)C)C(C)C. (2) Given the product [CH3:11][O:10][C:4]1[N:3]=[C:2]([NH:14][C:13]#[N:12])[C:7]([O:8][CH3:9])=[CH:6][N:5]=1, predict the reactants needed to synthesize it. The reactants are: Cl[C:2]1[C:7]([O:8][CH3:9])=[CH:6][N:5]=[C:4]([O:10][CH3:11])[N:3]=1.[N:12]#[C:13][NH2:14].[Na].O.Cl. (3) Given the product [CH3:30][CH:31]([S:33]([O:8][C:6]1[C:5]2[O:9][C:10]3[CH:11]=[CH:12][C:13]([C@@H:22]([OH:27])[CH2:23][CH:24]([CH3:25])[CH3:26])=[C:14]([O:20][CH3:21])[C:15]=3[C:16](=[O:17])[O:18][CH2:19][C:4]=2[CH:3]=[C:2]([CH3:1])[CH:7]=1)(=[O:35])=[O:34])[CH3:32], predict the reactants needed to synthesize it. The reactants are: [CH3:1][C:2]1[CH:7]=[C:6]([OH:8])[C:5]2[O:9][C:10]3[C:15]([C:16]([O:18][CH2:19][C:4]=2[CH:3]=1)=[O:17])=[C:14]([O:20][CH3:21])[C:13]([C@@H:22]([OH:27])[CH2:23][CH:24]([CH3:26])[CH3:25])=[CH:12][CH:11]=3.[H-].[Na+].[CH3:30][CH:31]([S:33](Cl)(=[O:35])=[O:34])[CH3:32].C(N(CC)CC)C. (4) The reactants are: [CH3:1][C:2]1[C:11]2[C:6](=[CH:7][CH:8]=[CH:9][CH:10]=2)[N:5]=[CH:4][C:3]=1[C:12]#[N:13].[Li+].C[Si]([N-][Si](C)(C)C)(C)C.[CH3:24][O:25][CH2:26]Cl.[Cl-].[NH4+]. Given the product [CH3:24][O:25][CH2:26][CH2:1][C:2]1[C:11]2[C:6](=[CH:7][CH:8]=[CH:9][CH:10]=2)[N:5]=[CH:4][C:3]=1[C:12]#[N:13], predict the reactants needed to synthesize it. (5) Given the product [C:1]([C:3]1[CH:10]=[CH:9][CH:8]=[CH:7][C:4]=1[CH:5]([OH:6])[CH2:12][C:11]([CH3:14])([CH3:17])[CH3:13])#[N:2], predict the reactants needed to synthesize it. The reactants are: [C:1]([C:3]1[CH:10]=[CH:9][CH:8]=[CH:7][C:4]=1[CH:5]=[O:6])#[N:2].[C:11]([Mg]Cl)([CH3:14])([CH3:13])[CH3:12].[CH3:17]CCCCC.C(OCC)(=O)C.